This data is from Reaction yield outcomes from USPTO patents with 853,638 reactions. The task is: Predict the reaction yield, written as a fraction of the theoretical maximum amount of product (1.0 means a 100% yield; for example, 0.34 means a 34% yield). (1) The reactants are [H-].[Na+].[NH2:3][C:4]1[C:5]([C:9]2[N:10]([C:19]3[CH:24]=[CH:23][C:22]([OH:25])=[CH:21][CH:20]=3)[C:11]3[C:16]([Br:17])=[CH:15][N:14]=[CH:13][C:12]=3[N:18]=2)=[N:6][O:7][N:8]=1.Cl.[CH3:27][N:28]([CH3:32])[CH2:29][CH2:30]Cl. The catalyst is CN(C=O)C. The product is [Br:17][C:16]1[C:11]2[N:10]([C:19]3[CH:24]=[CH:23][C:22]([O:25][CH2:30][CH2:29][N:28]([CH3:32])[CH3:27])=[CH:21][CH:20]=3)[C:9]([C:5]3[C:4]([NH2:3])=[N:8][O:7][N:6]=3)=[N:18][C:12]=2[CH:13]=[N:14][CH:15]=1. The yield is 0.300. (2) The reactants are [F:1][CH:2]1[CH2:7][CH2:6][N:5]([S:8]([C:11]2[CH:17]=[CH:16][C:14]([NH2:15])=[CH:13][CH:12]=2)(=[O:10])=[O:9])[CH2:4][CH2:3]1.[N+:18]([C:21]1[O:25][C:24]([C:26](Cl)=[O:27])=[CH:23][CH:22]=1)([O-:20])=[O:19].C(#N)C. The catalyst is C(Cl)Cl. The product is [F:1][CH:2]1[CH2:7][CH2:6][N:5]([S:8]([C:11]2[CH:17]=[CH:16][C:14]([NH:15][C:26]([C:24]3[O:25][C:21]([N+:18]([O-:20])=[O:19])=[CH:22][CH:23]=3)=[O:27])=[CH:13][CH:12]=2)(=[O:10])=[O:9])[CH2:4][CH2:3]1. The yield is 0.490. (3) The reactants are Cl.[NH2:2][CH2:3][CH2:4][C:5]([O:7][CH2:8][CH3:9])=[O:6].[CH3:10][C:11]1[CH:30]=[C:29]([N:31]2[CH:35]=[C:34]([C:36]([F:39])([F:38])[F:37])[CH:33]=[N:32]2)[CH:28]=[CH:27][C:12]=1[O:13][CH:14]([C:18]1[CH:26]=[CH:25][C:21]([C:22](O)=[O:23])=[CH:20][CH:19]=1)[CH2:15][CH2:16][CH3:17].C1C=C2N=NN(O)C2=CC=1.O.CCN(C(C)C)C(C)C.CCN=C=NCCCN(C)C.Cl. The catalyst is C(OCC)(=O)C.C1COCC1. The product is [CH3:10][C:11]1[CH:30]=[C:29]([N:31]2[CH:35]=[C:34]([C:36]([F:37])([F:39])[F:38])[CH:33]=[N:32]2)[CH:28]=[CH:27][C:12]=1[O:13][CH:14]([C:18]1[CH:19]=[CH:20][C:21]([C:22]([NH:2][CH2:3][CH2:4][C:5]([O:7][CH2:8][CH3:9])=[O:6])=[O:23])=[CH:25][CH:26]=1)[CH2:15][CH2:16][CH3:17]. The yield is 0.530. (4) The reactants are [CH3:1][O:2][C:3]1[CH:8]=[CH:7][C:6]([CH2:9][C:10]([OH:12])=O)=[CH:5][CH:4]=1.Cl.[CH3:14][NH:15][O:16][CH3:17].CCN(CC)CC.CCN=C=NCCCN(C)C. The catalyst is C(Cl)Cl. The product is [CH3:17][O:16][N:15]([CH3:14])[C:10](=[O:12])[CH2:9][C:6]1[CH:5]=[CH:4][C:3]([O:2][CH3:1])=[CH:8][CH:7]=1. The yield is 0.900. (5) The reactants are [OH:1][CH2:2][C:3]1[C:4]2[N:5]([CH:9]=[C:10]([CH:12]([CH3:14])[CH3:13])[N:11]=2)[CH:6]=[CH:7][CH:8]=1.[K+].[Br-]. No catalyst specified. The product is [CH:12]([C:10]1[N:11]=[C:4]2[C:3]([CH:2]=[O:1])=[CH:8][CH:7]=[CH:6][N:5]2[CH:9]=1)([CH3:14])[CH3:13]. The yield is 0.570. (6) The reactants are [CH3:1][O:2][C:3]1[CH:4]=[CH:5][C:6]2[C:10]([C:11]([C:13]3[CH:18]=[CH:17][C:16]([O:19]C)=[CH:15][CH:14]=3)=[O:12])=[C:9]([C:21]3[CH:26]=[CH:25][C:24]([O:27][CH3:28])=[CH:23][CH:22]=3)[S:8][C:7]=2[CH:29]=1.C([S-])C.[Na+].O. The catalyst is CN(C)C=O. The product is [OH:19][C:16]1[CH:17]=[CH:18][C:13]([C:11]([C:10]2[C:6]3[CH:5]=[CH:4][C:3]([O:2][CH3:1])=[CH:29][C:7]=3[S:8][C:9]=2[C:21]2[CH:26]=[CH:25][C:24]([O:27][CH3:28])=[CH:23][CH:22]=2)=[O:12])=[CH:14][CH:15]=1. The yield is 0.816.